From a dataset of Catalyst prediction with 721,799 reactions and 888 catalyst types from USPTO. Predict which catalyst facilitates the given reaction. (1) Reactant: [F:1][C:2]1[CH:3]=[C:4](/[CH:9]=[CH:10]/[C:11](N(OC)C)=[O:12])[CH:5]=[CH:6][C:7]=1[F:8].[H-].C([Al+]CC(C)C)C(C)C.C1(C)C=CC=CC=1. Product: [F:1][C:2]1[CH:3]=[C:4](/[CH:9]=[CH:10]/[CH:11]=[O:12])[CH:5]=[CH:6][C:7]=1[F:8]. The catalyst class is: 7. (2) Reactant: [CH:1]1([CH2:4][O:5][C:6]2[CH:7]=[C:8]([CH:15](C(OCC)=O)[C:16]([O:18]CC)=[O:17])[CH:9]=[CH:10][C:11]=2[N+:12]([O-:14])=[O:13])[CH2:3][CH2:2]1.[OH-].[Na+]. Product: [CH:1]1([CH2:4][O:5][C:6]2[CH:7]=[C:8]([CH2:15][C:16]([OH:18])=[O:17])[CH:9]=[CH:10][C:11]=2[N+:12]([O-:14])=[O:13])[CH2:2][CH2:3]1. The catalyst class is: 8. (3) Reactant: Br[C:2]1[N:7]=[C:6]2[N:8]([C@@H:13]3[C:21]4[C:16](=[CH:17][C:18]([C:22]5[CH:27]=[CH:26][CH:25]=[CH:24][C:23]=5[C:28]5[N:32]([C:33]([C:46]6[CH:51]=[CH:50][CH:49]=[CH:48][CH:47]=6)([C:40]6[CH:45]=[CH:44][CH:43]=[CH:42][CH:41]=6)[C:34]6[CH:39]=[CH:38][CH:37]=[CH:36][CH:35]=6)[N:31]=[N:30][N:29]=5)=[CH:19][CH:20]=4)[CH2:15][CH2:14]3)[C:9]([CH2:11][CH3:12])=[N:10][C:5]2=[C:4]([CH3:52])[CH:3]=1.[CH3:53][C@H:54]([OH:57])[C:55]#[CH:56].CCN(CC)CC. Product: [CH2:11]([C:9]1[N:8]([C@@H:13]2[C:21]3[C:16](=[CH:17][C:18]([C:22]4[CH:27]=[CH:26][CH:25]=[CH:24][C:23]=4[C:28]4[N:32]([C:33]([C:40]5[CH:41]=[CH:42][CH:43]=[CH:44][CH:45]=5)([C:46]5[CH:47]=[CH:48][CH:49]=[CH:50][CH:51]=5)[C:34]5[CH:39]=[CH:38][CH:37]=[CH:36][CH:35]=5)[N:31]=[N:30][N:29]=4)=[CH:19][CH:20]=3)[CH2:15][CH2:14]2)[C:6]2=[N:7][C:2]([C:56]#[C:55][C@@H:54]([OH:57])[CH3:53])=[CH:3][C:4]([CH3:52])=[C:5]2[N:10]=1)[CH3:12]. The catalyst class is: 540. (4) Reactant: C(=O)([O-])[O-].[K+].[K+].Br[CH2:8][C:9]([O:11][CH2:12][C:13]1[CH:18]=[CH:17][CH:16]=[CH:15][CH:14]=1)=[O:10].[NH2:19][CH:20]1[CH2:25][CH2:24][N:23]([C:26]([O:28][C:29]([CH3:32])([CH3:31])[CH3:30])=[O:27])[CH2:22][CH2:21]1. Product: [C:29]([O:28][C:26]([N:23]1[CH2:24][CH2:25][CH:20]([NH:19][CH2:8][C:9]([O:11][CH2:12][C:13]2[CH:18]=[CH:17][CH:16]=[CH:15][CH:14]=2)=[O:10])[CH2:21][CH2:22]1)=[O:27])([CH3:32])([CH3:30])[CH3:31]. The catalyst class is: 115. (5) Reactant: [H-].[Na+].[OH:3][CH2:4][CH:5]1[CH2:8][N:7]([C:9]([O:11][C:12]([CH3:15])([CH3:14])[CH3:13])=[O:10])[CH2:6]1.[Br:16][C:17]1[CH:28]=[N:27][C:20]2=[N:21][C:22](Cl)=[C:23]([Cl:25])[N:24]=[C:19]2[CH:18]=1. Product: [Br:16][C:17]1[CH:28]=[N:27][C:20]2=[N:21][C:22]([O:3][CH2:4][CH:5]3[CH2:8][N:7]([C:9]([O:11][C:12]([CH3:15])([CH3:14])[CH3:13])=[O:10])[CH2:6]3)=[C:23]([Cl:25])[N:24]=[C:19]2[CH:18]=1. The catalyst class is: 49. (6) Reactant: C([O:4][C@H:5]1[CH2:10][CH2:9][C@@:8]([C@H:12]2[CH2:20][CH2:19][C@@:18]3([CH3:21])[C@@H:14]([CH2:15][CH2:16][C:17]3=[CH2:22])[C@@H:13]2[CH2:23][N:24]2[CH:28]=[N:27][CH:26]=[N:25]2)([CH3:11])[C@@H:7]([CH2:29][O:30][Si](C(C)(C)C)(C)C)[CH2:6]1)(=O)C.C[O-].[Na+].C(O)(=O)C.O. Product: [N:24]1([CH2:23][C@@H:13]2[C@@H:12]([C@@:8]3([CH3:11])[CH2:9][CH2:10][C@H:5]([OH:4])[CH2:6][C@@H:7]3[CH2:29][OH:30])[CH2:20][CH2:19][C@@:18]3([CH3:21])[C@H:14]2[CH2:15][CH2:16][C:17]3=[CH2:22])[CH:28]=[N:27][CH:26]=[N:25]1. The catalyst class is: 5. (7) Reactant: [CH3:1][O:2][C:3]1[CH:4]=[C:5]2[C:9](=[CH:10][CH:11]=1)[NH:8][C:7]([C:12]([N:14]1[CH2:23][CH2:22][C:21]3[C:16](=[CH:17][C:18]([C:24]([NH:26][O:27]C4CCCCO4)=[O:25])=[CH:19][CH:20]=3)[CH2:15]1)=[O:13])=[CH:6]2. Product: [OH:27][NH:26][C:24]([C:18]1[CH:17]=[C:16]2[C:21]([CH2:22][CH2:23][N:14]([C:12]([C:7]3[NH:8][C:9]4[C:5]([CH:6]=3)=[CH:4][C:3]([O:2][CH3:1])=[CH:11][CH:10]=4)=[O:13])[CH2:15]2)=[CH:20][CH:19]=1)=[O:25]. The catalyst class is: 240.